From a dataset of Peptide-MHC class I binding affinity with 185,985 pairs from IEDB/IMGT. Regression. Given a peptide amino acid sequence and an MHC pseudo amino acid sequence, predict their binding affinity value. This is MHC class I binding data. (1) The peptide sequence is PAEMLANI. The MHC is HLA-A02:02 with pseudo-sequence HLA-A02:02. The binding affinity (normalized) is 0. (2) The peptide sequence is SLFSPGPSQKI. The binding affinity (normalized) is 0.400. The MHC is HLA-A02:01 with pseudo-sequence HLA-A02:01. (3) The peptide sequence is TIKSNILM. The MHC is Mamu-B01 with pseudo-sequence Mamu-B01. The binding affinity (normalized) is 0.133. (4) The peptide sequence is EVAESVMFM. The MHC is HLA-A11:01 with pseudo-sequence HLA-A11:01. The binding affinity (normalized) is 0.0847. (5) The peptide sequence is FLYALALLL. The MHC is HLA-A02:02 with pseudo-sequence HLA-A02:02. The binding affinity (normalized) is 0.921. (6) The peptide sequence is SLFKNVRLL. The MHC is BoLA-JSP.1 with pseudo-sequence BoLA-JSP.1. The binding affinity (normalized) is 0.482. (7) The peptide sequence is FMHEQGYSH. The MHC is HLA-B15:01 with pseudo-sequence HLA-B15:01. The binding affinity (normalized) is 0.112. (8) The MHC is HLA-A11:01 with pseudo-sequence HLA-A11:01. The binding affinity (normalized) is 0.652. The peptide sequence is QSYKETVHK. (9) The binding affinity (normalized) is 0.562. The peptide sequence is RQVVNVITTK. The MHC is HLA-A03:01 with pseudo-sequence HLA-A03:01.